From a dataset of Full USPTO retrosynthesis dataset with 1.9M reactions from patents (1976-2016). Predict the reactants needed to synthesize the given product. The reactants are: [S-:1][C:2]#[N:3].[K+].[NH2:5][C:6]1[CH:33]=[CH:32][C:9]([O:10][C:11]2[CH:12]=[CH:13][C:14]([CH3:31])=[C:15]([NH:17][C:18](=[O:30])[C:19]3[CH:24]=[CH:23][CH:22]=[C:21]([C:25]([C:28]#[N:29])([CH3:27])[CH3:26])[CH:20]=3)[CH:16]=2)=[CH:8][CH:7]=1.BrBr. Given the product [NH2:3][C:2]1[S:1][C:7]2[CH:8]=[C:9]([O:10][C:11]3[CH:12]=[CH:13][C:14]([CH3:31])=[C:15]([NH:17][C:18](=[O:30])[C:19]4[CH:24]=[CH:23][CH:22]=[C:21]([C:25]([C:28]#[N:29])([CH3:26])[CH3:27])[CH:20]=4)[CH:16]=3)[CH:32]=[CH:33][C:6]=2[N:5]=1, predict the reactants needed to synthesize it.